From a dataset of Reaction yield outcomes from USPTO patents with 853,638 reactions. Predict the reaction yield, written as a fraction of the theoretical maximum amount of product (1.0 means a 100% yield; for example, 0.34 means a 34% yield). (1) The reactants are [Cl:1][C:2]1[C:3]2[CH:10]=[CH:9][NH:8][C:4]=2[N:5]=[CH:6][N:7]=1.O[C@H:12]1[CH2:17][CH2:16][CH2:15][N:14]([C:18]([O:20][C:21]([CH3:24])([CH3:23])[CH3:22])=[O:19])[CH2:13]1.C1C=CC(P(C2C=CC=CC=2)C2C=CC=CC=2)=CC=1.CCOC(/N=N/C(OCC)=O)=O. The catalyst is C1COCC1. The product is [Cl:1][C:2]1[C:3]2[CH:10]=[CH:9][N:8]([C@@H:16]3[CH2:17][CH2:12][CH2:13][N:14]([C:18]([O:20][C:21]([CH3:24])([CH3:23])[CH3:22])=[O:19])[CH2:15]3)[C:4]=2[N:5]=[CH:6][N:7]=1. The yield is 0.100. (2) The reactants are [Cl:1][C:2]1[CH:3]=[C:4]([C:10]([C:33]([F:36])([F:35])[F:34])=[CH:11][C:12]([C:14]2[CH:15]=[C:16]3[C:20](=[CH:21][CH:22]=2)[C:19]2([CH2:25][N:24]([C:26]([O:28][C:29]([CH3:32])([CH3:31])[CH3:30])=[O:27])[CH2:23]2)[O:18][CH2:17]3)=[O:13])[CH:5]=[C:6]([Cl:9])[C:7]=1[F:8].[N+:37]([CH3:40])([O-:39])=[O:38].C1CCN2C(=NCCC2)CC1. The catalyst is CN(C=O)C. The product is [Cl:1][C:2]1[CH:3]=[C:4]([C:10]([CH2:40][N+:37]([O-:39])=[O:38])([C:33]([F:35])([F:34])[F:36])[CH2:11][C:12]([C:14]2[CH:15]=[C:16]3[C:20](=[CH:21][CH:22]=2)[C:19]2([CH2:25][N:24]([C:26]([O:28][C:29]([CH3:32])([CH3:30])[CH3:31])=[O:27])[CH2:23]2)[O:18][CH2:17]3)=[O:13])[CH:5]=[C:6]([Cl:9])[C:7]=1[F:8]. The yield is 0.637. (3) The reactants are Cl.[CH3:2][O:3][C:4]1[CH:5]=[C:6]([CH:8]=[C:9]([O:11][CH3:12])[CH:10]=1)[NH2:7].[C:13](Cl)(=[O:17])[C:14](Cl)=[O:15]. No catalyst specified. The product is [CH3:12][O:11][C:9]1[CH:10]=[C:4]([O:3][CH3:2])[CH:5]=[C:6]2[C:8]=1[C:13](=[O:17])[C:14](=[O:15])[NH:7]2. The yield is 0.460. (4) The reactants are [F:1][C:2]1[CH:47]=[CH:46][C:5]([CH2:6][NH:7][C:8]([C:10]2[CH:15]=[C:14]([C:16]3[CH2:20][CH:19]([C:21]4[N:22]=[CH:23][N:24](C(C5C=CC=CC=5)(C5C=CC=CC=5)C5C=CC=CC=5)[CH:25]=4)[O:18][N:17]=3)[N:13]=[C:12]([CH3:45])[N:11]=2)=[O:9])=[CH:4][C:3]=1[O:48][CH3:49].Cl. The catalyst is CO. The product is [NH:24]1[CH:25]=[C:21]([CH:19]2[O:18][N:17]=[C:16]([C:14]3[N:13]=[C:12]([CH3:45])[N:11]=[C:10]([C:8]([NH:7][CH2:6][C:5]4[CH:46]=[CH:47][C:2]([F:1])=[C:3]([O:48][CH3:49])[CH:4]=4)=[O:9])[CH:15]=3)[CH2:20]2)[N:22]=[CH:23]1. The yield is 0.414. (5) The reactants are Cl.[C:2]([O:6][C:7](=[O:13])[C@H:8]([CH:10]([CH3:12])[CH3:11])[NH2:9])([CH3:5])([CH3:4])[CH3:3].C(N(CC)CC)C.Br[CH2:22][C:23]([O:25][CH2:26][CH3:27])=[O:24]. The catalyst is CN(C)C=O. The product is [CH2:26]([O:25][C:23](=[O:24])[CH2:22][NH:9][C@@H:8]([CH:10]([CH3:11])[CH3:12])[C:7]([O:6][C:2]([CH3:5])([CH3:4])[CH3:3])=[O:13])[CH3:27]. The yield is 0.780. (6) The reactants are CS(C)=O.C(Cl)(=O)C(Cl)=O.[Br:11][C:12]1[C:17]([CH3:18])=[CH:16][N:15]=[C:14]([CH2:19][OH:20])[CH:13]=1.C(N(CC)CC)C. The catalyst is C(Cl)Cl.O. The product is [Br:11][C:12]1[C:17]([CH3:18])=[CH:16][N:15]=[C:14]([CH:19]=[O:20])[CH:13]=1. The yield is 0.618.